From a dataset of Peptide-MHC class I binding affinity with 185,985 pairs from IEDB/IMGT. Regression. Given a peptide amino acid sequence and an MHC pseudo amino acid sequence, predict their binding affinity value. This is MHC class I binding data. (1) The peptide sequence is CTNFKTQLV. The MHC is HLA-A29:02 with pseudo-sequence HLA-A29:02. The binding affinity (normalized) is 0.223. (2) The binding affinity (normalized) is 0.564. The peptide sequence is FPVRPQVPW. The MHC is Mamu-B17 with pseudo-sequence Mamu-B17. (3) The peptide sequence is HLSWEWNLSI. The MHC is HLA-A02:02 with pseudo-sequence HLA-A02:02. The binding affinity (normalized) is 0.766. (4) The peptide sequence is VFTSAVLLL. The MHC is HLA-A30:02 with pseudo-sequence HLA-A30:02. The binding affinity (normalized) is 0.267. (5) The peptide sequence is QSDIAGAIH. The MHC is HLA-A02:01 with pseudo-sequence HLA-A02:01. The binding affinity (normalized) is 0.0847. (6) The peptide sequence is EEAPAAVSF. The MHC is HLA-B07:02 with pseudo-sequence HLA-B07:02. The binding affinity (normalized) is 0.213.